Dataset: Forward reaction prediction with 1.9M reactions from USPTO patents (1976-2016). Task: Predict the product of the given reaction. (1) Given the reactants [NH2:1][CH2:2][C:3]1[NH:4][C:5](=[O:13])[C:6]2[C:7]([N:12]=1)=[N:8][CH:9]=[N:10][CH:11]=2.[C:14]1([CH2:20][CH2:21][S:22](Cl)(=[O:24])=[O:23])[CH:19]=[CH:18][CH:17]=[CH:16][CH:15]=1, predict the reaction product. The product is: [O:13]=[C:5]1[C:6]2[C:7](=[N:8][CH:9]=[N:10][CH:11]=2)[N:12]=[C:3]([CH2:2][NH:1][S:22]([CH2:21][CH2:20][C:14]2[CH:19]=[CH:18][CH:17]=[CH:16][CH:15]=2)(=[O:24])=[O:23])[NH:4]1. (2) Given the reactants Cl[CH2:2][CH2:3][CH2:4][O:5][C:6]1[CH:11]=[CH:10][C:9]([C:12](=[O:14])[CH3:13])=[C:8]([O:15][CH3:16])[CH:7]=1.[CH3:17][C@@H:18]1[CH2:22][CH2:21][CH2:20][NH2+:19]1.C1(S([O-])(=O)=O)C=CC=CC=1.C(=O)([O-])[O-].[K+].[K+], predict the reaction product. The product is: [CH3:16][O:15][C:8]1[CH:7]=[C:6]([O:5][CH2:4][CH2:3][CH2:2][N:19]2[CH2:20][CH2:21][CH2:22][C@H:18]2[CH3:17])[CH:11]=[CH:10][C:9]=1[C:12](=[O:14])[CH3:13]. (3) Given the reactants [CH:1]([C:3]1[CH:8]=[CH:7][N:6]=[CH:5][CH:4]=1)=[CH2:2].CO[CH2:11][N:12]([CH2:18][C:19]1[CH:24]=[CH:23][CH:22]=[CH:21][CH:20]=1)[CH2:13][Si](C)(C)C.FC(F)(F)C(O)=O, predict the reaction product. The product is: [CH2:18]([N:12]1[CH2:13][CH2:2][CH:1]([C:3]2[CH:8]=[CH:7][N:6]=[CH:5][CH:4]=2)[CH2:11]1)[C:19]1[CH:24]=[CH:23][CH:22]=[CH:21][CH:20]=1. (4) Given the reactants Br[C:2]1[CH:7]=[CH:6][C:5]([C:8]2[CH:13]=[CH:12][C:11]([N:14]3[CH:18]=[CH:17][N:16]=[C:15]3[CH3:19])=[CH:10][CH:9]=2)=[CH:4][CH:3]=1.[Cl:20][C:21]1[CH:29]=[C:28]2[C:24]([CH2:25][C:26](=[O:30])[NH:27]2)=[CH:23][C:22]=1B1OC(C)(C)C(C)(C)O1.[O-]P([O-])([O-])=O.[K+].[K+].[K+], predict the reaction product. The product is: [Cl:20][C:21]1[CH:29]=[C:28]2[C:24]([CH2:25][C:26](=[O:30])[NH:27]2)=[CH:23][C:22]=1[C:2]1[CH:7]=[CH:6][C:5]([C:8]2[CH:13]=[CH:12][C:11]([N:14]3[CH:18]=[CH:17][N:16]=[C:15]3[CH3:19])=[CH:10][CH:9]=2)=[CH:4][CH:3]=1.